This data is from Forward reaction prediction with 1.9M reactions from USPTO patents (1976-2016). The task is: Predict the product of the given reaction. Given the reactants C([O:4][C@@H:5]1[C@@H:10]([O:11]C(=O)C)[C@H:9]([O:15]C(=O)C)[C@@H:8]([CH2:19][O:20]C(=O)C)[O:7][C@H:6]1[O:24][C:25]1[C:29]([CH2:30][C:31]2[CH:36]=[CH:35][C:34]([O:37][CH2:38][CH2:39][CH2:40][NH2:41])=[CH:33][C:32]=2[CH3:42])=[C:28]([CH:43]([CH3:45])[CH3:44])[NH:27][N:26]=1)(=O)C.[OH:46][CH2:47][CH2:48][N:49]1[CH2:54][CH2:53][NH:52][CH2:51][CH2:50]1.NCCN1CC[O:61][CH2:60]C1, predict the reaction product. The product is: [C@@H:6]1([O:24][C:25]2[C:29]([CH2:30][C:31]3[CH:36]=[CH:35][C:34]([O:37][CH2:38][CH2:39][CH2:40][NH:41][C:60]([N:52]4[CH2:53][CH2:54][N:49]([CH2:48][CH2:47][OH:46])[CH2:50][CH2:51]4)=[O:61])=[CH:33][C:32]=3[CH3:42])=[C:28]([CH:43]([CH3:45])[CH3:44])[NH:27][N:26]=2)[O:7][C@H:8]([CH2:19][OH:20])[C@@H:9]([OH:15])[C@H:10]([OH:11])[C@H:5]1[OH:4].